Dataset: Reaction yield outcomes from USPTO patents with 853,638 reactions. Task: Predict the reaction yield, written as a fraction of the theoretical maximum amount of product (1.0 means a 100% yield; for example, 0.34 means a 34% yield). The reactants are Cl[C:2]1[N:3]=[C:4]([NH:26][CH:27]2[CH2:31][CH2:30][CH2:29][CH2:28]2)[C:5]2[C:10]([C:11]3[CH:16]=[CH:15][C:14]([OH:17])=[CH:13][CH:12]=3)=[CH:9][N:8]([CH2:18][O:19][CH2:20][CH2:21][Si:22]([CH3:25])([CH3:24])[CH3:23])[C:6]=2[N:7]=1.[NH2:32][C:33]1[CH:42]=[CH:41][C:36]([C:37]([NH:39][CH3:40])=[O:38])=[CH:35][C:34]=1[O:43][CH3:44].C(=O)([O-])[O-].[K+].[K+].CC1(C)C2C=CC=C(P(C3C=CC=CC=3)C3C=CC=CC=3)C=2OC2C1=CC=CC=2P(C1C=CC=CC=1)C1C=CC=CC=1. The catalyst is O1CCOCC1.C1C=CC(/C=C/C(/C=C/C2C=CC=CC=2)=O)=CC=1.C1C=CC(/C=C/C(/C=C/C2C=CC=CC=2)=O)=CC=1.C1C=CC(/C=C/C(/C=C/C2C=CC=CC=2)=O)=CC=1.[Pd].[Pd]. The product is [CH:27]1([NH:26][C:4]2[C:5]3[C:10]([C:11]4[CH:16]=[CH:15][C:14]([OH:17])=[CH:13][CH:12]=4)=[CH:9][N:8]([CH2:18][O:19][CH2:20][CH2:21][Si:22]([CH3:25])([CH3:24])[CH3:23])[C:6]=3[N:7]=[C:2]([NH:32][C:33]3[CH:42]=[CH:41][C:36]([C:37]([NH:39][CH3:40])=[O:38])=[CH:35][C:34]=3[O:43][CH3:44])[N:3]=2)[CH2:31][CH2:30][CH2:29][CH2:28]1. The yield is 0.292.